From a dataset of Full USPTO retrosynthesis dataset with 1.9M reactions from patents (1976-2016). Predict the reactants needed to synthesize the given product. (1) Given the product [Cl:1][C:2]1[CH:7]=[CH:6][C:5]([CH:8]([C:27]2[CH:28]=[N:29][C:30]3[C:35]([CH:36]=2)=[CH:34][CH:33]=[C:32]([C:37]([F:40])([F:38])[F:39])[CH:31]=3)[C@@H:9]([C:13]2[CH:14]=[CH:15][C:16]([C:17]([OH:19])=[O:18])=[CH:24][CH:25]=2)[CH2:10][CH2:11][CH3:12])=[CH:4][CH:3]=1, predict the reactants needed to synthesize it. The reactants are: [Cl:1][C:2]1[CH:7]=[CH:6][C:5]([C:8]([C:27]2[CH:28]=[N:29][C:30]3[C:35]([CH:36]=2)=[CH:34][CH:33]=[C:32]([C:37]([F:40])([F:39])[F:38])[CH:31]=3)(O)[C@@H:9]([C:13]2[CH:25]=[CH:24][C:16]([C:17]([O:19]C(C)(C)C)=[O:18])=[CH:15][CH:14]=2)[CH2:10][CH2:11][CH3:12])=[CH:4][CH:3]=1.C([SiH](CC)CC)C. (2) Given the product [Br:22][CH2:23][CH2:24][CH2:25][CH2:26][O:12][S:9]([C:8]([F:21])([F:20])[F:7])(=[O:10])=[O:11], predict the reactants needed to synthesize it. The reactants are: N1C=CC=CC=1.[F:7][C:8]([F:21])([F:20])[S:9]([O:12]S(C(F)(F)F)(=O)=O)(=[O:11])=[O:10].[Br:22][CH2:23][CH2:24][CH2:25][CH2:26]O.